Dataset: Peptide-MHC class II binding affinity with 134,281 pairs from IEDB. Task: Regression. Given a peptide amino acid sequence and an MHC pseudo amino acid sequence, predict their binding affinity value. This is MHC class II binding data. (1) The peptide sequence is GGSVIRISSANPEDL. The MHC is DRB1_1302 with pseudo-sequence DRB1_1302. The binding affinity (normalized) is 0.834. (2) The peptide sequence is ITMLTNGQCQNITVV. The MHC is HLA-DQA10102-DQB10602 with pseudo-sequence HLA-DQA10102-DQB10602. The binding affinity (normalized) is 0.375. (3) The peptide sequence is MRILVRGNSPAFNYN. The MHC is DRB1_1101 with pseudo-sequence DRB1_1101. The binding affinity (normalized) is 0.674. (4) The peptide sequence is ILPNTLVLDFCDDAL. The MHC is DRB1_0901 with pseudo-sequence DRB1_0901. The binding affinity (normalized) is 0.137. (5) The peptide sequence is DVKFPGNGQIVGGVY. The MHC is HLA-DQA10501-DQB10301 with pseudo-sequence HLA-DQA10501-DQB10301. The binding affinity (normalized) is 0.456. (6) The peptide sequence is GVWAPFNVLKVIRSE. The MHC is DRB5_0101 with pseudo-sequence DRB5_0101. The binding affinity (normalized) is 0.612. (7) The peptide sequence is ATSPTAEGGKATTEE. The MHC is DRB1_0405 with pseudo-sequence DRB1_0405. The binding affinity (normalized) is 0.